From a dataset of Reaction yield outcomes from USPTO patents with 853,638 reactions. Predict the reaction yield, written as a fraction of the theoretical maximum amount of product (1.0 means a 100% yield; for example, 0.34 means a 34% yield). (1) The reactants are [C:1]([O:5][C:6]([NH:8][C@@H:9]1[CH2:14][CH2:13][CH2:12][N:11](C(OCC2C=CC=CC=2)=O)[C@@H:10]1[CH3:25])=[O:7])([CH3:4])([CH3:3])[CH3:2]. The catalyst is CC(O)C.[Pd]. The product is [CH3:25][C@@H:10]1[C@H:9]([NH:8][C:6](=[O:7])[O:5][C:1]([CH3:4])([CH3:3])[CH3:2])[CH2:14][CH2:13][CH2:12][NH:11]1. The yield is 1.00. (2) The reactants are FC1C=C(C=[C:8]([N:10]2[CH2:15][CH2:14][C:13]3[N:16]=[C:17]([C:19]4[CH:24]=[CH:23][CH:22]=[CH:21][N:20]=4)[O:18][C:12]=3[CH2:11]2)C=1)C#N.BrC1[S:27][CH:28]=[CH:29][N:30]=1. No catalyst specified. The product is [N:20]1[CH:21]=[CH:22][CH:23]=[CH:24][C:19]=1[C:17]1[O:18][C:12]2[CH2:11][N:10]([C:8]3[S:27][CH:28]=[CH:29][N:30]=3)[CH2:15][CH2:14][C:13]=2[N:16]=1. The yield is 0.140. (3) The reactants are [CH2:1]([C:5]1[N:10]=[C:9]([CH3:11])[N:8]([C:12]2[CH:17]=[CH:16][C:15]([OH:18])=[CH:14][CH:13]=2)[C:7](=[O:19])[C:6]=1[CH2:20][C:21]1[CH:26]=[CH:25][C:24]([C:27]2[CH:32]=[CH:31][CH:30]=[CH:29][C:28]=2[C:33]2[NH:37][C:36](=[O:38])[O:35][N:34]=2)=[CH:23][CH:22]=1)[CH2:2][CH2:3][CH3:4].[Si]([O:46][CH:47]1[CH2:52][CH2:51][CH:50](O)[CH2:49][CH2:48]1)(C(C)(C)C)(C)C.C1(P(C2C=CC=CC=2)C2C=CC=CC=2)C=CC=CC=1.N(C(OC(C)C)=O)=NC(OC(C)C)=O. The catalyst is O1CCCC1.O. The product is [CH2:1]([C:5]1[N:10]=[C:9]([CH3:11])[N:8]([C:12]2[CH:17]=[CH:16][C:15]([O:18][C@H:50]3[CH2:51][CH2:52][C@@H:47]([OH:46])[CH2:48][CH2:49]3)=[CH:14][CH:13]=2)[C:7](=[O:19])[C:6]=1[CH2:20][C:21]1[CH:26]=[CH:25][C:24]([C:27]2[CH:32]=[CH:31][CH:30]=[CH:29][C:28]=2[C:33]2[NH:37][C:36](=[O:38])[O:35][N:34]=2)=[CH:23][CH:22]=1)[CH2:2][CH2:3][CH3:4]. The yield is 0.280.